This data is from Catalyst prediction with 721,799 reactions and 888 catalyst types from USPTO. The task is: Predict which catalyst facilitates the given reaction. (1) Reactant: [Cl-:1].[Cl-].[Cl-].[CH3:4][C:5]1[C:9]([Zr+3:11])([CH3:10])[C:8]([CH3:12])=[C:7]([CH3:13])[C:6]=1[CH3:14].[CH-:15]1[C:23]2[C:18](=[CH:19][CH:20]=[CH:21][CH:22]=2)[CH:17]=[CH:16]1.[Li+]. Product: [Cl-:1].[Cl-:1].[CH3:4][C:5]1[C:9]([Zr+2:11][CH:15]2[C:23]3[C:18](=[CH:19][CH:20]=[CH:21][CH:22]=3)[CH:17]=[CH:16]2)([CH3:10])[C:8]([CH3:12])=[C:7]([CH3:13])[C:6]=1[CH3:14]. The catalyst class is: 28. (2) Reactant: [N+:1]([C:4]1[CH:9]=[CH:8][C:7]([C:10]([C:12]2[N:13]([CH3:17])[CH:14]=[CH:15][CH:16]=2)=[O:11])=[CH:6][CH:5]=1)([O-])=O.[Sn](Cl)(Cl)(Cl)Cl. The catalyst class is: 8. Product: [NH2:1][C:4]1[CH:9]=[CH:8][C:7]([C:10]([C:12]2[N:13]([CH3:17])[CH:14]=[CH:15][CH:16]=2)=[O:11])=[CH:6][CH:5]=1. (3) Reactant: [CH3:1][C:2]1[C:7]([NH:8][C:9]([CH2:11][N:12]2[CH2:17][CH2:16][N:15]([CH2:18][CH:19]([OH:30])[CH2:20][O:21][C:22]3[CH:23]=[CH:24][CH:25]=[CH:26][C:27]=3[O:28][CH3:29])[CH2:14][CH2:13]2)=[O:10])=[C:6]([CH3:31])[CH:5]=[CH:4][CH:3]=1.[C:32]([OH:39])(=[O:38])/[CH:33]=[CH:34]/[C:35]([OH:37])=[O:36]. Product: [CH3:1][C:2]1[C:7]([NH:8][C:9]([CH2:11][N:12]2[CH2:13][CH2:14][N:15]([CH2:18][CH:19]([OH:30])[CH2:20][O:21][C:22]3[CH:23]=[CH:24][CH:25]=[CH:26][C:27]=3[O:28][CH3:29])[CH2:16][CH2:17]2)=[O:10])=[C:6]([CH3:31])[CH:5]=[CH:4][CH:3]=1.[C:32]([O-:39])(=[O:38])/[CH:33]=[CH:34]/[C:35]([O-:37])=[O:36]. The catalyst class is: 32. (4) Reactant: [CH2:1]1[C:7]2=[CH:8][C:9]3[CH:10]=[CH:11][CH:12]=[CH:13][C:14]=3[N:6]2[CH2:5][CH2:4][NH:3][CH2:2]1.C(=O)([O-])[O-].[K+].[K+].Br[CH2:22][CH3:23]. Product: [CH2:22]([N:3]1[CH2:2][CH2:1][C:7]2=[CH:8][C:9]3[CH:10]=[CH:11][CH:12]=[CH:13][C:14]=3[N:6]2[CH2:5][CH2:4]1)[CH3:23]. The catalyst class is: 10. (5) Reactant: [NH2:1][C:2]1[CH:7]=[CH:6][CH:5]=[CH:4][C:3]=1[OH:8].C(O)(=O)C.C(#N)[CH:14]([CH2:16][C:17]#[N:18])O. Product: [O:8]1[C:3]2[CH:4]=[CH:5][CH:6]=[CH:7][C:2]=2[N:1]=[C:14]1[CH2:16][C:17]#[N:18]. The catalyst class is: 511. (6) Reactant: [H-].[Na+].O=[C:4]1[CH2:9][CH:8]([NH:10][C:11]([C:13]2[CH:22]=[CH:21][C:20]3[C:15](=[CH:16][CH:17]=[C:18]([O:23][C:24]4[CH:29]=[CH:28][C:27]([C:30]([F:33])([F:32])[F:31])=[CH:26][N:25]=4)[CH:19]=3)[N:14]=2)=[O:12])[CH2:7][CH2:6][NH:5]1.I[CH2:35][CH3:36].[C:37](=[O:40])(O)[O-].[Na+].[CH3:42]N(C)C=O. Product: [CH2:35]([N:10]([CH:8]1[CH2:7][CH2:6][N:5]([CH2:4][CH3:42])[C:37](=[O:40])[CH2:9]1)[C:11]([C:13]1[CH:22]=[CH:21][C:20]2[C:15](=[CH:16][CH:17]=[C:18]([O:23][C:24]3[CH:29]=[CH:28][C:27]([C:30]([F:33])([F:32])[F:31])=[CH:26][N:25]=3)[CH:19]=2)[N:14]=1)=[O:12])[CH3:36]. The catalyst class is: 6. (7) Product: [CH2:25]([Sn:29]([CH2:30][CH2:31][CH2:32][CH3:33])([O:34][C:2]1[CH:7]=[CH:6][C:5]([C:8]([CH2:11][C:12]([CH3:13])([CH3:14])[CH3:15])([CH3:9])[CH3:10])=[CH:4][C:3]=1[N:16]1[N:17]=[C:18]2[CH:24]=[CH:23][CH:22]=[CH:21][C:19]2=[N:20]1)[O:1][C:2]1[CH:7]=[CH:6][C:5]([C:8]([CH2:11][C:12]([CH3:13])([CH3:14])[CH3:15])([CH3:9])[CH3:10])=[CH:4][C:3]=1[N:16]1[N:20]=[C:19]2[CH:21]=[CH:22][CH:23]=[CH:24][C:18]2=[N:17]1)[CH2:26][CH2:27][CH3:28]. Reactant: [OH:1][C:2]1[CH:7]=[CH:6][C:5]([C:8]([CH2:11][C:12]([CH3:15])([CH3:14])[CH3:13])([CH3:10])[CH3:9])=[CH:4][C:3]=1[N:16]1[N:20]=[C:19]2[CH:21]=[CH:22][CH:23]=[CH:24][C:18]2=[N:17]1.[CH2:25]([Sn:29](=[O:34])[CH2:30][CH2:31][CH2:32][CH3:33])[CH2:26][CH2:27][CH3:28]. The catalyst class is: 11.